Dataset: Reaction yield outcomes from USPTO patents with 853,638 reactions. Task: Predict the reaction yield, written as a fraction of the theoretical maximum amount of product (1.0 means a 100% yield; for example, 0.34 means a 34% yield). (1) The reactants are C(=O)([O-])[O-].[Cs+].[Cs+].[NH2:7][C:8]1[CH:9]=[C:10]([OH:14])[CH:11]=[CH:12][CH:13]=1.Cl[C:16]1[C:25]2[C:20](=[CH:21][C:22]([O:28][CH2:29][CH3:30])=[C:23]([O:26][CH3:27])[CH:24]=2)[N:19]=[CH:18][N:17]=1. The catalyst is C1COCC1. The product is [CH2:29]([O:28][C:22]1[CH:21]=[C:20]2[C:25]([C:16]([O:14][C:10]3[CH:9]=[C:8]([CH:13]=[CH:12][CH:11]=3)[NH2:7])=[N:17][CH:18]=[N:19]2)=[CH:24][C:23]=1[O:26][CH3:27])[CH3:30]. The yield is 0.610. (2) The reactants are [CH3:1][C:2]([CH3:14])([CH3:13])[C:3]#[C:4][C:5]1[CH:12]=[CH:11][C:8]([C:9]#[N:10])=[CH:7][CH:6]=1.[C:15]([O:19][C:20](O[C:20]([O:19][C:15]([CH3:18])([CH3:17])[CH3:16])=[O:21])=[O:21])([CH3:18])([CH3:17])[CH3:16]. The catalyst is CO.[Pd]. The product is [C:15]([O:19][C:20]([NH:10][CH2:9][C:8]1[CH:7]=[CH:6][C:5]([CH2:4][CH2:3][C:2]([CH3:14])([CH3:13])[CH3:1])=[CH:12][CH:11]=1)=[O:21])([CH3:18])([CH3:17])[CH3:16]. The yield is 0.930. (3) The reactants are [NH:1]1[C:9]2[C:4](=[CH:5][CH:6]=[CH:7][CH:8]=2)[CH2:3][C:2]1=[O:10].[N+:11]([O-])([OH:13])=[O:12]. The catalyst is S(=O)(=O)(O)O. The product is [N+:11]([C:6]1[CH:5]=[C:4]2[C:9](=[CH:8][CH:7]=1)[NH:1][C:2](=[O:10])[CH2:3]2)([O-:13])=[O:12]. The yield is 0.980. (4) The reactants are [CH3:1][O:2][C:3]1[CH:4]=[C:5]([NH:11][C:12]2[N:23]=[CH:22][CH:21]=[CH:20][C:13]=2[C:14]([NH:16][CH2:17][C:18]#[CH:19])=[O:15])[CH:6]=[C:7]([O:9][CH3:10])[CH:8]=1.[N:24]([CH2:27][C:28]1[CH:33]=[CH:32][CH:31]=[C:30]([O:34][C:35]2[CH:40]=[CH:39][CH:38]=[CH:37][CH:36]=2)[CH:29]=1)=[N+:25]=[N-:26].O.O=C1O[C@H]([C@H](CO)O)C([O-])=C1O.[Na+]. The catalyst is S([O-])([O-])(=O)=O.[Cu+2].C(O)(C)(C)C. The product is [CH3:10][O:9][C:7]1[CH:6]=[C:5]([NH:11][C:12]2[N:23]=[CH:22][CH:21]=[CH:20][C:13]=2[C:14]([NH:16][CH2:17][C:18]2[N:26]=[N:25][N:24]([CH2:27][C:28]3[CH:33]=[CH:32][CH:31]=[C:30]([O:34][C:35]4[CH:40]=[CH:39][CH:38]=[CH:37][CH:36]=4)[CH:29]=3)[CH:19]=2)=[O:15])[CH:4]=[C:3]([O:2][CH3:1])[CH:8]=1. The yield is 0.780. (5) The reactants are Br[C:2]1[C:7]2[CH:8]=[C:9]([C:11]3[CH:16]=[CH:15][C:14]([O:17][CH3:18])=[CH:13][CH:12]=3)[O:10][C:6]=2[CH:5]=[CH:4][C:3]=1[O:19][CH3:20].[Cu][C:22]#[N:23]. The catalyst is CN(C=O)C. The product is [CH3:20][O:19][C:3]1[C:2]([C:22]#[N:23])=[C:7]2[CH:8]=[C:9]([C:11]3[CH:16]=[CH:15][C:14]([O:17][CH3:18])=[CH:13][CH:12]=3)[O:10][C:6]2=[CH:5][CH:4]=1. The yield is 0.618. (6) The reactants are [S:1]1[CH:5]=[C:4]([CH2:6][NH:7][C@@H:8]([CH3:16])[CH:9]([O:13][CH2:14][CH3:15])[O:10][CH2:11][CH3:12])[C:3]2[CH:17]=[CH:18][CH:19]=[CH:20][C:2]1=2.[CH:21]1[C:33]2[CH:32]([CH2:34][O:35][C:36]([NH:38][C@@H:39]([CH2:43][C:44]3[CH:49]=[CH:48][C:47]([O:50][C:51]([CH3:54])([CH3:53])[CH3:52])=[CH:46][CH:45]=3)[C:40](O)=[O:41])=[O:37])[C:31]3[C:26](=[CH:27][CH:28]=[CH:29][CH:30]=3)[C:25]=2[CH:24]=[CH:23][CH:22]=1. No catalyst specified. The product is [S:1]1[CH:5]=[C:4]([CH2:6][N:7]([C@@H:8]([CH3:16])[CH:9]([O:10][CH2:11][CH3:12])[O:13][CH2:14][CH3:15])[C:40](=[O:41])[C@@H:39]([NH:38][C:36](=[O:37])[O:35][CH2:34][CH:32]2[C:33]3[CH:21]=[CH:22][CH:23]=[CH:24][C:25]=3[C:26]3[C:31]2=[CH:30][CH:29]=[CH:28][CH:27]=3)[CH2:43][C:44]2[CH:49]=[CH:48][C:47]([O:50][C:51]([CH3:54])([CH3:53])[CH3:52])=[CH:46][CH:45]=2)[C:3]2[CH:17]=[CH:18][CH:19]=[CH:20][C:2]1=2. The yield is 0.590. (7) The reactants are [C:1]12[C:7](=[CH:8][CH:9]=[CH:10][CH:11]=1)[NH:6]C(=O)O[C:2]2=[O:3].[NH4+:13].[OH-]. No catalyst specified. The product is [NH2:6][C:7]1[CH:8]=[CH:9][CH:10]=[CH:11][C:1]=1[C:2]([NH2:13])=[O:3]. The yield is 0.327. (8) The reactants are [F:1][C:2]1[CH:7]=[CH:6][C:5]([CH2:8][C:9]2[CH:10]=[C:11]([NH:18][C:19]3[CH:24]=[CH:23][C:22]([O:25][CH3:26])=[CH:21][CH:20]=3)[C:12]([C:15]([OH:17])=[O:16])=[N:13][CH:14]=2)=[CH:4][CH:3]=1.[C:27](=O)([O-])[O-].[K+].[K+].IC. The catalyst is CN(C)C=O.C(OCC)(=O)C.O. The yield is 0.640. The product is [F:1][C:2]1[CH:3]=[CH:4][C:5]([CH2:8][C:9]2[CH:10]=[C:11]([NH:18][C:19]3[CH:20]=[CH:21][C:22]([O:25][CH3:26])=[CH:23][CH:24]=3)[C:12]([C:15]([O:17][CH3:27])=[O:16])=[N:13][CH:14]=2)=[CH:6][CH:7]=1.